Dataset: CYP2C9 inhibition data for predicting drug metabolism from PubChem BioAssay. Task: Regression/Classification. Given a drug SMILES string, predict its absorption, distribution, metabolism, or excretion properties. Task type varies by dataset: regression for continuous measurements (e.g., permeability, clearance, half-life) or binary classification for categorical outcomes (e.g., BBB penetration, CYP inhibition). Dataset: cyp2c9_veith. (1) The compound is COC(=O)C1CCC(C)(C(=O)Nc2ccccc2)C1(C)C. The result is 1 (inhibitor). (2) The drug is O=C(c1cc(C(F)(F)F)cc(C(F)(F)F)c1)N1CCC2(CCCN(c3ccccn3)C2)CC1. The result is 0 (non-inhibitor). (3) The compound is O=C(N/N=C/c1ccco1)c1ccc(Br)o1. The result is 0 (non-inhibitor).